This data is from Catalyst prediction with 721,799 reactions and 888 catalyst types from USPTO. The task is: Predict which catalyst facilitates the given reaction. (1) Reactant: [Br:1][C:2]1[CH:10]=[CH:9][C:5]([C:6]([OH:8])=O)=[CH:4][C:3]=1[O:11][CH3:12].Cl.[CH3:14][S:15]([CH2:18][CH2:19][NH2:20])(=[O:17])=[O:16].CN(C(ON1N=NC2C=CC=NC1=2)=[N+](C)C)C.F[P-](F)(F)(F)(F)F.CCN(C(C)C)C(C)C.C(=O)(O)[O-].[Na+]. Product: [Br:1][C:2]1[CH:10]=[CH:9][C:5]([C:6]([NH:20][CH2:19][CH2:18][S:15]([CH3:14])(=[O:17])=[O:16])=[O:8])=[CH:4][C:3]=1[O:11][CH3:12]. The catalyst class is: 20. (2) Reactant: [CH3:1][O:2][C:3](=[O:16])[C:4]1[CH:9]=[CH:8][N:7]=[C:6]([N:10]2[CH2:15][CH2:14][NH:13][CH2:12][CH2:11]2)[CH:5]=1.C(N(C(C)C)CC)(C)C.[F:26][C:27]1[CH:28]=[CH:29][C:30]([C:36]([F:39])([F:38])[F:37])=[C:31]([CH:35]=1)[C:32](Cl)=[O:33]. Product: [CH3:1][O:2][C:3](=[O:16])[C:4]1[CH:9]=[CH:8][N:7]=[C:6]([N:10]2[CH2:15][CH2:14][N:13]([C:32](=[O:33])[C:31]3[CH:35]=[C:27]([F:26])[CH:28]=[CH:29][C:30]=3[C:36]([F:39])([F:37])[F:38])[CH2:12][CH2:11]2)[CH:5]=1. The catalyst class is: 4. (3) Reactant: [P:1]([OH:5])([OH:4])([O-:3])=[O:2].[K+].[O-2].[Mg+2:8]. Product: [P:1]([O-:5])([O-:4])([O-:3])=[O:2].[Mg+2:8].[P:1]([O-:5])([O-:4])([O-:3])=[O:2].[Mg+2:8].[Mg+2:8]. The catalyst class is: 6. (4) Reactant: C1(C)C=CC(S(O)(=O)=O)=CC=1.[CH2:12]([OH:15])[CH2:13][OH:14].O=[C:17]1[CH2:22][CH2:21][C:20]([C:25]2[CH:29]=[CH:28][S:27][CH:26]=2)([C:23]#[N:24])[CH2:19][CH2:18]1. Product: [S:27]1[CH:28]=[CH:29][C:25]([C:20]2([C:23]#[N:24])[CH2:21][CH2:22][C:17]3([O:15][CH2:12][CH2:13][O:14]3)[CH2:18][CH2:19]2)=[CH:26]1. The catalyst class is: 11. (5) Reactant: [C:1]([C:4]1[CH:11]=[CH:10][C:7]([CH:8]=[O:9])=[CH:6][CH:5]=1)(=[O:3])[CH3:2].C1(C)C=CC(S([CH2:21][N:22]=C=O)(=O)=O)=CC=1.[C:26](=O)([O-])[O-].[K+].[K+].O. Product: [O:3]1[C:1]([C:4]2[CH:11]=[CH:10][C:7]([C:8](=[O:9])[CH3:26])=[CH:6][CH:5]=2)=[CH:2][N:22]=[CH:21]1. The catalyst class is: 5. (6) Reactant: [Cl:1][C:2]1[CH:3]=[N:4][CH:5]=[C:6]([Cl:9])[C:7]=1[CH3:8].C[O:11][C:12]([C:14]1[C:29]2[O:28][CH2:27][C:21]3([CH2:26][S:25][CH2:24][S:23][CH2:22]3)[CH2:20][O:19][C:18]=2[C:17]([O:30][CH3:31])=[CH:16][CH:15]=1)=O.[Li+].C[Si]([N-][Si](C)(C)C)(C)C. Product: [Cl:1][C:2]1[CH:3]=[N:4][CH:5]=[C:6]([Cl:9])[C:7]=1[CH2:8][C:12]([C:14]1[C:29]2[O:28][CH2:27][C:21]3([CH2:26][S:25][CH2:24][S:23][CH2:22]3)[CH2:20][O:19][C:18]=2[C:17]([O:30][CH3:31])=[CH:16][CH:15]=1)=[O:11]. The catalyst class is: 1. (7) Reactant: [CH3:1][C:2]1([CH3:22])[O:6][C@H:5]2[C@H:7]([N:12]3[C:16]4[N:17]=[CH:18][N:19]=[C:20]([CH3:21])[C:15]=4[CH:14]=[CH:13]3)[O:8][C@@H:9]([CH:10]=[O:11])[C@H:4]2[O:3]1.CC1C=CC(S([CH2:33][N+:34]#[C-:35])(=O)=O)=CC=1.C([O-])([O-])=O.[K+].[K+]. Product: [CH3:1][C:2]1([CH3:22])[O:6][C@H:5]2[C@H:7]([N:12]3[C:16]4[N:17]=[CH:18][N:19]=[C:20]([CH3:21])[C:15]=4[CH:14]=[CH:13]3)[O:8][C@@H:9]([C:10]3[O:11][CH:35]=[N:34][CH:33]=3)[C@H:4]2[O:3]1. The catalyst class is: 5.